This data is from CYP2D6 inhibition data for predicting drug metabolism from PubChem BioAssay. The task is: Regression/Classification. Given a drug SMILES string, predict its absorption, distribution, metabolism, or excretion properties. Task type varies by dataset: regression for continuous measurements (e.g., permeability, clearance, half-life) or binary classification for categorical outcomes (e.g., BBB penetration, CYP inhibition). Dataset: cyp2d6_veith. (1) The result is 0 (non-inhibitor). The compound is C=N[C@H](C(=O)N[C@@H]1C(=O)N2[C@@H](C(=O)[O-])C(C)(C)S[C@H]12)c1ccccc1.[Na+]. (2) The drug is Cn1c(=O)c2[nH]c(CCCCC(=O)O)nc2n(C)c1=O. The result is 0 (non-inhibitor). (3) The result is 1 (inhibitor). The drug is Cc1ccc2nc(N/N=C/c3ccccc3C#N)nc(-c3ccccc3)c2c1.